Dataset: Reaction yield outcomes from USPTO patents with 853,638 reactions. Task: Predict the reaction yield, written as a fraction of the theoretical maximum amount of product (1.0 means a 100% yield; for example, 0.34 means a 34% yield). (1) The reactants are Br[C:2]1[CH:3]=[C:4]([N:8]([C:22]2[CH:27]=[CH:26][CH:25]=[CH:24][CH:23]=2)[C:9]2[CH:21]=[CH:20][C:12]3[O:13][C:14]4[CH:19]=[CH:18][CH:17]=[CH:16][C:15]=4[C:11]=3[CH:10]=2)[CH:5]=[CH:6][CH:7]=1.[B:28]1([B:28]2[O:32][C:31]([CH3:34])([CH3:33])[C:30]([CH3:36])([CH3:35])[O:29]2)[O:32][C:31]([CH3:34])([CH3:33])[C:30]([CH3:36])([CH3:35])[O:29]1.CC([O-])=O.[K+].C(Cl)Cl. The catalyst is O1CCOCC1. The product is [C:22]1([N:8]([C:4]2[CH:5]=[CH:6][CH:7]=[C:2]([B:28]3[O:32][C:31]([CH3:34])([CH3:33])[C:30]([CH3:36])([CH3:35])[O:29]3)[CH:3]=2)[C:9]2[CH:21]=[CH:20][C:12]3[O:13][C:14]4[CH:19]=[CH:18][CH:17]=[CH:16][C:15]=4[C:11]=3[CH:10]=2)[CH:27]=[CH:26][CH:25]=[CH:24][CH:23]=1. The yield is 0.880. (2) The reactants are [CH3:1][C:2]1[C:10]2[C:5](=[CH:6][C:7]([N+:11]([O-:13])=[O:12])=[CH:8][CH:9]=2)[NH:4][N:3]=1.F[B-](F)(F)F.[CH3:19][O+](C)C. The catalyst is CC(C)=O. The product is [CH3:19][N:3]1[C:2]([CH3:1])=[C:10]2[C:5]([CH:6]=[C:7]([N+:11]([O-:13])=[O:12])[CH:8]=[CH:9]2)=[N:4]1. The yield is 0.730. (3) The reactants are [NH2:1][C:2]1[CH:7]=[C:6]([C:8]([F:11])([F:10])[F:9])[CH:5]=[CH:4][N:3]=1.[Br:12]N1C(=O)CCC1=O.C(Cl)Cl.[OH-].[Na+]. The catalyst is C(Cl)(Cl)Cl. The product is [Br:12][C:5]1[C:6]([C:8]([F:9])([F:11])[F:10])=[CH:7][C:2]([NH2:1])=[N:3][CH:4]=1. The yield is 0.800. (4) The reactants are [CH3:1][C:2]1[C:3]([CH:8]2[CH2:13][CH2:12][CH2:11][CH:10]([C:14]3[C:19]([CH3:20])=[CH:18][CH:17]=[CH:16][N:15]=3)[N:9]2[CH2:21][C:22]2[CH:30]=[CH:29][C:25]([C:26]([OH:28])=O)=[CH:24][CH:23]=2)=[N:4][CH:5]=[CH:6][CH:7]=1.C(Cl)(=O)C(Cl)=O.CCN(C(C)C)C(C)C.[NH2:46][OH:47].O. The catalyst is C(Cl)Cl.CN(C=O)C.[NH4+].[Cl-]. The product is [CH3:20][C:19]1[C:14]([CH:10]2[CH2:11][CH2:12][CH2:13][CH:8]([C:3]3[C:2]([CH3:1])=[CH:7][CH:6]=[CH:5][N:4]=3)[N:9]2[CH2:21][C:22]2[CH:30]=[CH:29][C:25]([C:26]([NH:46][OH:47])=[O:28])=[CH:24][CH:23]=2)=[N:15][CH:16]=[CH:17][CH:18]=1. The yield is 0.160. (5) The reactants are Cl[C:2]1[N:7]=[CH:6][N:5]=[C:4]([NH:8][C:9]2[CH:10]=[C:11]([CH:16]=[CH:17][C:18]=2[CH3:19])[C:12]([NH:14][CH3:15])=[O:13])[CH:3]=1.Cl.[CH3:21][NH:22][CH2:23][C:24]([CH3:27])([CH3:26])[CH3:25].CCN(C(C)C)C(C)C. The catalyst is CS(C)=O. The product is [CH3:25][C:24]([CH3:27])([CH3:26])[CH2:23][N:22]([CH3:21])[C:2]1[N:7]=[CH:6][N:5]=[C:4]([NH:8][C:9]2[CH:10]=[C:11]([CH:16]=[CH:17][C:18]=2[CH3:19])[C:12]([NH:14][CH3:15])=[O:13])[CH:3]=1. The yield is 0.990.